Predict the product of the given reaction. From a dataset of Forward reaction prediction with 1.9M reactions from USPTO patents (1976-2016). (1) Given the reactants [OH-:1].[Li+].CC1(C)C2CC[C@@]31[C@H](C2)N([C:14](=[O:24])[C@H:15]([CH3:23])[C@H:16]([O:21][CH3:22])[CH2:17][CH2:18][CH:19]=[CH2:20])S(=O)(=O)C3, predict the reaction product. The product is: [CH3:22][O:21][C@H:16]([CH2:17][CH2:18][CH:19]=[CH2:20])[C@@H:15]([CH3:23])[C:14]([OH:24])=[O:1]. (2) Given the reactants [CH3:1][N:2]([C@@H:4]1[C:27](=[O:28])[C:26]([C:29]([NH2:31])=[O:30])=[C:25]([OH:32])[C@:24]2([OH:33])[C@H:5]1[CH2:6][C@H:7]1[C:21]([C:22]2=[O:23])=[C:20]([OH:34])[C:10]2[C:11]([OH:19])=[C:12]([NH2:18])[CH:13]=[C:14]([N:15]([CH3:17])[CH3:16])[C:9]=2[CH2:8]1)[CH3:3].[C:35]1([C:41]([C:45]2[CH:50]=[CH:49][CH:48]=[CH:47][CH:46]=2)=[CH:42][CH:43]=O)[CH:40]=[CH:39][CH:38]=[CH:37][CH:36]=1.C(C1C(=O)C(Cl)=C(Cl)C(=O)C=1C#N)#N.C(#N)C, predict the reaction product. The product is: [CH3:17][N:15]([CH3:16])[C:14]1[C:9]2[CH2:8][C@@H:7]3[C:21](=[C:22]([OH:23])[C@@:24]4([OH:33])[C@@H:5]([CH2:6]3)[C@H:4]([N:2]([CH3:1])[CH3:3])[C:27]([OH:28])=[C:26]([C:29]([NH2:31])=[O:30])[C:25]4=[O:32])[C:20](=[O:34])[C:10]=2[C:11]2[O:19][C:43]([CH:42]=[C:41]([C:35]3[CH:40]=[CH:39][CH:38]=[CH:37][CH:36]=3)[C:45]3[CH:50]=[CH:49][CH:48]=[CH:47][CH:46]=3)=[N:18][C:12]=2[CH:13]=1.